This data is from Reaction yield outcomes from USPTO patents with 853,638 reactions. The task is: Predict the reaction yield, written as a fraction of the theoretical maximum amount of product (1.0 means a 100% yield; for example, 0.34 means a 34% yield). (1) The reactants are [C:1]([N:3]=[C:4](OC1C=CC=CC=1)[NH:5][C:6]1[CH:7]=[CH:8][C:9]2[CH2:15][CH2:14][CH:13]([N:16]3[CH2:20][CH2:19][CH2:18][CH2:17]3)[CH2:12][CH2:11][C:10]=2[CH:21]=1)#[N:2].[NH:29]([C:31]1[N:36]=[N:35][C:34]2[C:37]3[CH:45]=[CH:44][CH:43]=[CH:42][C:38]=3[CH2:39][CH2:40][CH2:41][C:33]=2[CH:32]=1)[NH2:30]. The catalyst is CC(O)C. The product is [N:35]1[C:34]2[C:37]3[CH:45]=[CH:44][CH:43]=[CH:42][C:38]=3[CH2:39][CH2:40][CH2:41][C:33]=2[CH:32]=[C:31]([N:29]2[C:1]([NH2:2])=[N:3][C:4]([NH:5][C:6]3[CH:7]=[CH:8][C:9]4[CH2:15][CH2:14][C@@H:13]([N:16]5[CH2:17][CH2:18][CH2:19][CH2:20]5)[CH2:12][CH2:11][C:10]=4[CH:21]=3)=[N:30]2)[N:36]=1. The yield is 0.500. (2) The reactants are [C:1]1([CH:7]2[CH2:12][CH2:11][C:10](=O)[CH2:9][CH2:8]2)[CH:6]=[CH:5][CH:4]=[CH:3][CH:2]=1.[NH:14]1[CH2:18][CH2:17][CH2:16][CH2:15]1. No catalyst specified. The product is [C:1]1([CH:7]2[CH2:12][CH2:11][C:10]([N:14]3[CH2:18][CH2:17][CH2:16][CH2:15]3)=[CH:9][CH2:8]2)[CH:6]=[CH:5][CH:4]=[CH:3][CH:2]=1. The yield is 0.680. (3) The reactants are Cl.[Cl:2][C:3]1[CH:4]=[C:5]2[C:10](=[CH:11][N:12]=1)[CH2:9][NH:8][CH2:7][CH2:6]2.[C:13](O[C:13]([O:15][C:16]([CH3:19])([CH3:18])[CH3:17])=[O:14])([O:15][C:16]([CH3:19])([CH3:18])[CH3:17])=[O:14].C(N(CC)CC)C. The catalyst is C(Cl)Cl. The product is [Cl:2][C:3]1[CH:4]=[C:5]2[C:10](=[CH:11][N:12]=1)[CH2:9][N:8]([C:13]([O:15][C:16]([CH3:19])([CH3:18])[CH3:17])=[O:14])[CH2:7][CH2:6]2. The yield is 0.610. (4) The reactants are [NH2:1][C:2]1[CH:7]=[CH:6][C:5]([C:8]([NH:10][S:11]([C:14]2[S:15][C:16]([Cl:19])=[CH:17][CH:18]=2)(=[O:13])=[O:12])=[O:9])=[CH:4][CH:3]=1.[C:20]1(=O)[O:25][C:23](=[O:24])[C:22]2=[CH:26][CH:27]=[CH:28][CH:29]=[C:21]12. The catalyst is CN(C=O)C. The product is [O:24]=[C:23]1[C:22]2[CH:26]=[CH:27][CH:28]=[CH:29][C:21]=2[C:20](=[O:25])[N:1]1[C:2]1[CH:7]=[CH:6][C:5]([C:8]([NH:10][S:11]([C:14]2[S:15][C:16]([Cl:19])=[CH:17][CH:18]=2)(=[O:13])=[O:12])=[O:9])=[CH:4][CH:3]=1. The yield is 0.550. (5) The reactants are N(OC(C)(C)C)=O.[F:8][C:9]1[C:18]([F:19])=[CH:17][C:12]2[NH:13][C:14](N)=[N:15][C:11]=2[CH:10]=1.[ClH:20]. The catalyst is CC(C)=O.[Cu](Cl)Cl. The product is [Cl:20][C:14]1[NH:13][C:12]2[CH:17]=[C:18]([F:19])[C:9]([F:8])=[CH:10][C:11]=2[N:15]=1. The yield is 0.730. (6) The reactants are [H-].[Al+3].[Li+].[H-].[H-].[H-].[Cl:7][C:8]1[C:13]([F:14])=[CH:12][CH:11]=[CH:10][C:9]=1[NH:15][CH:16]=O. The catalyst is C1COCC1. The product is [CH3:16][NH:15][C:9]1[CH:10]=[CH:11][CH:12]=[C:13]([F:14])[C:8]=1[Cl:7]. The yield is 0.990. (7) The reactants are Cl[C:2]1[CH:3]=[CH:4][C:5]([N+:9]([O-:11])=[O:10])=[C:6]([CH:8]=1)[NH2:7].[CH3:12][O:13][CH2:14][CH2:15][N:16]1[CH2:21][CH2:20][NH:19][CH2:18][CH2:17]1.C(=O)([O-])[O-].[K+].[K+].O. The catalyst is CN(C)C(=O)C. The product is [CH3:12][O:13][CH2:14][CH2:15][N:16]1[CH2:21][CH2:20][N:19]([C:2]2[CH:3]=[CH:4][C:5]([N+:9]([O-:11])=[O:10])=[C:6]([NH2:7])[CH:8]=2)[CH2:18][CH2:17]1. The yield is 0.750. (8) The reactants are [CH3:1][N:2]1[C:6]([NH2:7])=[CH:5][C:4]([CH3:8])=[N:3]1.[Cl:9][C:10]1[CH:17]=[CH:16][C:13]([CH:14]=O)=[C:12]([CH3:18])[CH:11]=1.CC1C=CC(S(O)(=O)=O)=CC=1.[SH:30][CH:31]([C:38](=O)[CH3:39])[CH2:32][C:33]([O:35][CH2:36][CH3:37])=[O:34].C([O-])(O)=O.[Na+]. The catalyst is C(#N)C.C(Cl)Cl. The product is [Cl:9][C:10]1[CH:17]=[CH:16][C:13]([CH:14]2[S:30][CH:31]([CH2:32][C:33]([O:35][CH2:36][CH3:37])=[O:34])[C:38]([CH3:39])=[N:7][C:6]3[N:2]([CH3:1])[N:3]=[C:4]([CH3:8])[C:5]2=3)=[C:12]([CH3:18])[CH:11]=1. The yield is 0.370. (9) The yield is 0.470. The reactants are [C:1]([O:5][C:6]([N:8]1[CH2:13][CH2:12][N:11]([C:14]2[C:19](Cl)=[N:18][CH:17]=[CH:16][N:15]=2)[CH2:10][CH2:9]1)=[O:7])([CH3:4])([CH3:3])[CH3:2].[CH3:21][C:22]1[CH:23]=[C:24](B(O)O)[CH:25]=[CH:26][CH:27]=1.C(=O)([O-])[O-].[K+].[K+]. The catalyst is C(COC)OC.O.[Pd].C1(P(C2C=CC=CC=2)C2C=CC=CC=2)C=CC=CC=1.C1(P(C2C=CC=CC=2)C2C=CC=CC=2)C=CC=CC=1.C1(P(C2C=CC=CC=2)C2C=CC=CC=2)C=CC=CC=1.C1(P(C2C=CC=CC=2)C2C=CC=CC=2)C=CC=CC=1. The product is [C:1]([O:5][C:6]([N:8]1[CH2:13][CH2:12][N:11]([C:14]2[C:19]([C:26]3[CH:27]=[C:22]([CH3:21])[CH:23]=[CH:24][CH:25]=3)=[N:18][CH:17]=[CH:16][N:15]=2)[CH2:10][CH2:9]1)=[O:7])([CH3:4])([CH3:3])[CH3:2].